Dataset: Retrosynthesis with 50K atom-mapped reactions and 10 reaction types from USPTO. Task: Predict the reactants needed to synthesize the given product. (1) Given the product COC(=O)c1ccc(S(=O)(=O)N2CCCc3ccccc32)o1, predict the reactants needed to synthesize it. The reactants are: COC(=O)c1ccc(S(=O)(=O)Cl)o1.c1ccc2c(c1)CCCN2. (2) Given the product CCCNC(=O)[C@@H]1CSCc2c(O)cc(OC)c(C)c2C(=O)OCCCCC(=S)N1, predict the reactants needed to synthesize it. The reactants are: CCCN.COC(=O)[C@@H]1CSCc2c(O)cc(OC)c(C)c2C(=O)OCCCCC(=S)N1. (3) Given the product Cn1ccc2ncnc(Oc3ccc(N)c4ccccc34)c21, predict the reactants needed to synthesize it. The reactants are: Cn1ccc2ncnc(Cl)c21.Nc1ccc(O)c2ccccc12. (4) Given the product CCC(O)c1ccc2c(c1)NC(=O)C(C)O2, predict the reactants needed to synthesize it. The reactants are: CCC(=O)c1ccc2c(c1)NC(=O)C(C)O2. (5) Given the product COc1ccccc1C(=O)CN, predict the reactants needed to synthesize it. The reactants are: COc1ccccc1C(=O)CN=[N+]=[N-]. (6) Given the product N#Cc1cnc2sc(C#Cc3ccccn3)cc2c1Nc1ccc2[nH]ccc2c1, predict the reactants needed to synthesize it. The reactants are: C#Cc1ccccn1.N#Cc1cnc2sc(I)cc2c1Nc1ccc2[nH]ccc2c1. (7) The reactants are: CCc1cnc(-c2cc(Cl)c(N3CCC(C(=O)OC)CC3)nc2NC)o1. Given the product CCc1cnc(-c2cc(Cl)c(N3CCC(C(=O)O)CC3)nc2NC)o1, predict the reactants needed to synthesize it. (8) Given the product Cc1ccc(Nc2ccn(C)n2)c(C(=O)Nc2ccn(C)n2)n1, predict the reactants needed to synthesize it. The reactants are: Cc1ccc(Br)c(C(=O)Nc2ccn(C)n2)n1.Cn1ccc(N)n1. (9) Given the product BrCc1ncc(C2CC2)cn1, predict the reactants needed to synthesize it. The reactants are: BrC(Br)(Br)Br.OCc1ncc(C2CC2)cn1. (10) Given the product Cc1ccc(-c2ccc3c(c2)C=C(C(=O)Nc2ccc(C[N+]4(C)CCCCC4)cc2)CCS3)cc1, predict the reactants needed to synthesize it. The reactants are: CI.Cc1ccc(-c2ccc3c(c2)C=C(C(=O)Nc2ccc(CN4CCCCC4)cc2)CCS3)cc1.